Dataset: Full USPTO retrosynthesis dataset with 1.9M reactions from patents (1976-2016). Task: Predict the reactants needed to synthesize the given product. (1) Given the product [F:1][C:2]1[CH:3]=[C:4]([C:9](=[O:30])[C:23]([F:26])([F:25])[F:24])[CH:5]=[C:6]([F:8])[CH:7]=1, predict the reactants needed to synthesize it. The reactants are: [F:1][C:2]1[CH:3]=[C:4]([C@@H:9]([C:23]([F:26])([F:25])[F:24])[C@H](NS(C2SC(Cl)=CC=2)(=O)=O)CO)[CH:5]=[C:6]([F:8])[CH:7]=1.FC(F)(F)C(N1CCOCC1)=[O:30].BrC1C=C(F)C=C(F)C=1. (2) Given the product [C:17]([C:2]1[CH:3]=[C:4]([CH:9]=[CH:10][C:11]=1[O:12][CH:13]([CH3:15])[CH3:14])[C:5]([O:7][CH3:8])=[O:6])#[N:18], predict the reactants needed to synthesize it. The reactants are: Br[C:2]1[CH:3]=[C:4]([CH:9]=[CH:10][C:11]=1[O:12][CH:13]([CH3:15])[CH3:14])[C:5]([O:7][CH3:8])=[O:6].[Cu][C:17]#[N:18].C(OCC)(=O)C. (3) Given the product [CH:22]([OH:24])=[O:23].[F:20][C:18]([F:19])([F:21])[C:13]1[N:12]=[C:11]2[C:16]([NH:8][CH:9]=[N:10]2)=[C:15]([NH2:17])[N:14]=1, predict the reactants needed to synthesize it. The reactants are: C([N:8]1[C:16]2[C:11](=[N:12][C:13]([C:18]([F:21])([F:20])[F:19])=[N:14][C:15]=2[NH2:17])[N:10]=[CH:9]1)C1C=CC=CC=1.[CH:22]([OH:24])=[O:23].[H][H]. (4) Given the product [CH2:1]([CH:9]([CH2:56][CH2:57][CH2:58][CH2:59][CH2:60][CH2:61][CH2:62][CH2:63][CH2:64][CH3:65])[CH2:10][C:11]1[CH:15]=[CH:14][C:13]([CH2:16][CH:17]([CH2:28][CH2:29][CH2:30][CH2:31][CH2:32][CH2:33][CH2:34][CH3:35])[CH2:18][CH2:19][CH2:20][CH2:21][CH2:22][CH2:23][CH2:24][CH2:25][CH2:26][CH3:27])([CH2:69][CH2:68][C:72]#[N:66])[C:12]=1[CH2:36][CH:37]([CH2:48][CH2:49][CH2:50][CH2:51][CH2:52][CH2:53][CH2:54][CH3:55])[CH2:38][CH2:39][CH2:40][CH2:41][CH2:42][CH2:43][CH2:44][CH2:45][CH2:46][CH3:47])[CH2:2][CH2:3][CH2:4][CH2:5][CH2:6][CH2:7][CH3:8], predict the reactants needed to synthesize it. The reactants are: [CH2:1]([CH:9]([CH2:56][CH2:57][CH2:58][CH2:59][CH2:60][CH2:61][CH2:62][CH2:63][CH2:64][CH3:65])[CH2:10][C:11]1[C:12]([CH2:36][CH:37]([CH2:48][CH2:49][CH2:50][CH2:51][CH2:52][CH2:53][CH2:54][CH3:55])[CH2:38][CH2:39][CH2:40][CH2:41][CH2:42][CH2:43][CH2:44][CH2:45][CH2:46][CH3:47])=[C:13]([CH2:16][CH:17]([CH2:28][CH2:29][CH2:30][CH2:31][CH2:32][CH2:33][CH2:34][CH3:35])[CH2:18][CH2:19][CH2:20][CH2:21][CH2:22][CH2:23][CH2:24][CH2:25][CH2:26][CH3:27])[CH2:14][CH:15]=1)[CH2:2][CH2:3][CH2:4][CH2:5][CH2:6][CH2:7][CH3:8].[N:66]#N.[CH2:68]1[CH2:72]OC[CH2:69]1.C([Li])CCC. (5) The reactants are: [Br:1][C:2]1[CH:7]=[CH:6][C:5]([CH:8]2[CH2:12][CH2:11][CH2:10][NH:9]2)=[CH:4][CH:3]=1.[OH:13][CH:14]([C:18]1[CH:23]=[CH:22][C:21]([S:24][CH3:25])=[CH:20][CH:19]=1)[C:15](O)=[O:16]. Given the product [Br:1][C:2]1[CH:3]=[CH:4][C:5]([CH:8]2[CH2:12][CH2:11][CH2:10][N:9]2[C:15](=[O:16])[CH:14]([OH:13])[C:18]2[CH:19]=[CH:20][C:21]([S:24][CH3:25])=[CH:22][CH:23]=2)=[CH:6][CH:7]=1, predict the reactants needed to synthesize it.